Predict the reactants needed to synthesize the given product. From a dataset of Full USPTO retrosynthesis dataset with 1.9M reactions from patents (1976-2016). (1) Given the product [Cl:48][C:47]1[CH:40]=[CH:39][C:5]([CH2:6][NH:7][C:12]([C:9]2[C:10](=[O:11])[C:5]3[CH:4]=[C:3]([CH2:1][N:26]([CH2:25][CH:24]([C:20]4[O:19][CH:23]=[CH:22][CH:21]=4)[OH:28])[CH3:27])[O:18][C:6]=3[N:7]([CH3:17])[CH:8]=2)=[O:14])=[CH:4][CH:46]=1, predict the reactants needed to synthesize it. The reactants are: [CH:1]([C:3]1[O:18][C:6]2[N:7]([CH3:17])[CH:8]=[C:9]([C:12]([O:14]CC)=O)[C:10](=[O:11])[C:5]=2[CH:4]=1)=O.[O:19]1[CH:23]=[CH:22][CH:21]=[C:20]1[CH:24]([OH:28])[CH2:25][NH:26][CH3:27].C(O[BH-](O[C:39](=O)[CH3:40])OC(=O)C)(=O)C.[Na+].[OH-].[Na+].Cl[CH2:46][CH2:47][Cl:48]. (2) The reactants are: [CH3:1][C:2]1[CH:7]=[CH:6][CH:5]=[C:4]([CH3:8])[C:3]=1[C:9]1[NH:10][C:11]2[C:16]([CH:17]=1)=[CH:15][CH:14]=[C:13]([C:18](O)=[O:19])[CH:12]=2.[CH3:21][C:22]1[CH:23]=[C:24]([CH:26]=[CH:27][C:28]=1[CH3:29])[NH2:25]. Given the product [CH3:21][C:22]1[CH:23]=[C:24]([NH:25][C:18]([C:13]2[CH:12]=[C:11]3[C:16]([CH:17]=[C:9]([C:3]4[C:2]([CH3:1])=[CH:7][CH:6]=[CH:5][C:4]=4[CH3:8])[NH:10]3)=[CH:15][CH:14]=2)=[O:19])[CH:26]=[CH:27][C:28]=1[CH3:29], predict the reactants needed to synthesize it. (3) Given the product [Cl:29][C:3]1[C:2]([C:34]2[CH:33]=[N:32][N:31]([CH3:30])[CH:35]=2)=[C:10]2[C:6]([C:7]([CH2:16][CH2:17][CH2:18][O:19][C:20]3[CH:25]=[C:24]([CH3:26])[C:23]([Cl:27])=[C:22]([CH3:28])[CH:21]=3)=[C:8]([C:11]([O:13][CH2:14][CH3:15])=[O:12])[NH:9]2)=[CH:5][CH:4]=1, predict the reactants needed to synthesize it. The reactants are: Br[C:2]1[C:3]([Cl:29])=[CH:4][CH:5]=[C:6]2[C:10]=1[NH:9][C:8]([C:11]([O:13][CH2:14][CH3:15])=[O:12])=[C:7]2[CH2:16][CH2:17][CH2:18][O:19][C:20]1[CH:25]=[C:24]([CH3:26])[C:23]([Cl:27])=[C:22]([CH3:28])[CH:21]=1.[CH3:30][N:31]1[CH:35]=[C:34](B2OC(C)(C)C(C)(C)O2)[CH:33]=[N:32]1.C(=O)([O-])[O-].[Cs+].[Cs+]. (4) Given the product [NH2:11][C:9]1[C:10]2=[C:2]([C:25]3[CH:24]=[CH:23][C:22]([NH:36][C:37]([NH:39][C:40]4[CH:45]=[C:44]([C:46]([F:47])([F:48])[F:49])[CH:43]=[CH:42][N:41]=4)=[O:38])=[C:21]([CH3:20])[CH:26]=3)[C:3]([CH3:19])=[C:4]([CH2:12][N:13]3[CH2:18][CH2:17][O:16][CH2:15][CH2:14]3)[N:5]2[N:6]=[CH:7][N:8]=1, predict the reactants needed to synthesize it. The reactants are: Br[C:2]1[C:3]([CH3:19])=[C:4]([CH2:12][N:13]2[CH2:18][CH2:17][O:16][CH2:15][CH2:14]2)[N:5]2[C:10]=1[C:9]([NH2:11])=[N:8][CH:7]=[N:6]2.[CH3:20][C:21]1[CH:26]=[C:25](B2OC(C)(C)C(C)(C)O2)[CH:24]=[CH:23][C:22]=1[NH:36][C:37]([NH:39][C:40]1[CH:45]=[C:44]([C:46]([F:49])([F:48])[F:47])[CH:43]=[CH:42][N:41]=1)=[O:38].FC1C=CC(C(F)(F)F)=CC=1NC(NC1C=CC(B2OC(C)(C)C(C)(C)O2)=CC=1)=O.